From a dataset of Peptide-MHC class II binding affinity with 134,281 pairs from IEDB. Regression. Given a peptide amino acid sequence and an MHC pseudo amino acid sequence, predict their binding affinity value. This is MHC class II binding data. The MHC is DRB4_0101 with pseudo-sequence DRB4_0103. The peptide sequence is GGWWLTFGQILGLAQ. The binding affinity (normalized) is 0.